Dataset: Clinical trial toxicity outcomes and FDA approval status for drugs. Task: Regression/Classification. Given a drug SMILES string, predict its toxicity properties. Task type varies by dataset: regression for continuous values (e.g., LD50, hERG inhibition percentage) or binary classification for toxic/non-toxic outcomes (e.g., AMES mutagenicity, cardiotoxicity, hepatotoxicity). Dataset: clintox. (1) The compound is [NH3+]CCc1cc[nH]n1. The result is 0 (passed clinical trial). (2) The compound is CN1C(C(=O)Nc2ccccn2)=C(O)c2ccccc2S1(=O)=O. The result is 0 (passed clinical trial).